The task is: Predict which catalyst facilitates the given reaction.. This data is from Catalyst prediction with 721,799 reactions and 888 catalyst types from USPTO. (1) Reactant: [Cl-].[NH4+:2].[Al](C)(C)C.[Cl:7][C:8]1[CH:15]=[CH:14][C:11]([C:12]#[N:13])=[CH:10][N:9]=1. Product: [Cl:7][C:8]1[CH:15]=[CH:14][C:11]([C:12]([NH2:2])=[NH:13])=[CH:10][N:9]=1. The catalyst class is: 648. (2) Reactant: C1CCN2C(=NCCC2)CC1.[CH2:12]([O:14][C:15](=[O:25])[CH2:16][C:17](=O)[CH:18]1[CH2:23][CH2:22][O:21][CH2:20][CH2:19]1)[CH3:13].[N:26]([C:29]1[CH:34]=[CH:33][CH:32]=[CH:31][C:30]=1[F:35])=[N+:27]=[N-:28].O. Product: [F:35][C:30]1[CH:31]=[CH:32][CH:33]=[CH:34][C:29]=1[N:26]1[C:17]([CH:18]2[CH2:23][CH2:22][O:21][CH2:20][CH2:19]2)=[C:16]([C:15]([O:14][CH2:12][CH3:13])=[O:25])[N:28]=[N:27]1. The catalyst class is: 3. (3) Reactant: [CH:1]1([O:6][C:7](=[O:48])[C@@H:8]([NH:40]C(OC(C)(C)C)=O)[CH2:9][CH2:10][O:11][C:12]2[CH:21]=[C:20]3[C:15]([C:16]([O:22][C:23]4[CH:28]=[CH:27][C:26]([CH2:29][C:30](=[O:37])[C:31]5[CH:36]=[CH:35][CH:34]=[CH:33][CH:32]=5)=[CH:25][CH:24]=4)=[CH:17][CH:18]=[N:19]3)=[CH:14][C:13]=2[O:38][CH3:39])[CH2:5][CH2:4][CH2:3][CH2:2]1. Product: [CH:1]1([O:6][C:7](=[O:48])[C@@H:8]([NH2:40])[CH2:9][CH2:10][O:11][C:12]2[CH:21]=[C:20]3[C:15]([C:16]([O:22][C:23]4[CH:24]=[CH:25][C:26]([CH2:29][C:30](=[O:37])[C:31]5[CH:36]=[CH:35][CH:34]=[CH:33][CH:32]=5)=[CH:27][CH:28]=4)=[CH:17][CH:18]=[N:19]3)=[CH:14][C:13]=2[O:38][CH3:39])[CH2:5][CH2:4][CH2:3][CH2:2]1. The catalyst class is: 137. (4) Reactant: [Cl:1][C:2]1[N:7]=[C:6]([NH:8][C:9]2[CH:19]=[CH:18][C:12]3[N:13]([CH3:17])[C:14]([NH2:16])=[N:15][C:11]=3[CH:10]=2)[CH:5]=[CH:4][N:3]=1.C(N(CC)CC)C.[C:27](O[C:27]([O:29][C:30]([CH3:33])([CH3:32])[CH3:31])=[O:28])([O:29][C:30]([CH3:33])([CH3:32])[CH3:31])=[O:28]. The catalyst class is: 20. Product: [Cl:1][C:2]1[N:7]=[C:6]([NH:8][C:9]2[CH:19]=[CH:18][C:12]3[N:13]([CH3:17])[C:14]([NH:16][C:27](=[O:28])[O:29][C:30]([CH3:33])([CH3:32])[CH3:31])=[N:15][C:11]=3[CH:10]=2)[CH:5]=[CH:4][N:3]=1. (5) Product: [ClH:49].[Br:2][C:3]1[N:4]=[C:5]([C@H:13]2[CH2:17][CH2:16][NH:15][CH2:14]2)[N:6]2[CH:11]=[CH:10][N:9]=[C:8]([CH3:12])[C:7]=12.[Br:19][C:20]1[N:21]=[C:22]([C@H:30]2[CH2:34][CH2:33][N:32]([C:47](=[O:48])[CH2:46][O:45][CH3:44])[CH2:31]2)[N:23]2[CH:28]=[CH:27][N:26]=[C:25]([CH3:29])[C:24]=12. The catalyst class is: 4. Reactant: Cl.[Br:2][C:3]1[N:4]=[C:5]([C@@H:13]2[CH2:17][CH2:16][NH:15][CH2:14]2)[N:6]2[CH:11]=[CH:10][N:9]=[C:8]([CH3:12])[C:7]=12.Cl.[Br:19][C:20]1[N:21]=[C:22]([C@H:30]2[CH2:34][CH2:33][NH:32][CH2:31]2)[N:23]2[CH:28]=[CH:27][N:26]=[C:25]([CH3:29])[C:24]=12.C(N(CC)C(C)C)(C)C.[CH3:44][O:45][CH2:46][C:47]([Cl:49])=[O:48]. (6) Reactant: [OH-].[Li+].[F:3][C:4]1[CH:5]=[C:6]([C:11]2[CH:16]=[CH:15][C:14]([C:17]([O:19]C)=[O:18])=[C:13]([N+:21]([O-:23])=[O:22])[CH:12]=2)[CH:7]=[C:8]([F:10])[CH:9]=1.CO.O. Product: [F:3][C:4]1[CH:5]=[C:6]([C:11]2[CH:16]=[CH:15][C:14]([C:17]([OH:19])=[O:18])=[C:13]([N+:21]([O-:23])=[O:22])[CH:12]=2)[CH:7]=[C:8]([F:10])[CH:9]=1. The catalyst class is: 1.